This data is from Catalyst prediction with 721,799 reactions and 888 catalyst types from USPTO. The task is: Predict which catalyst facilitates the given reaction. Reactant: [CH3:1][O:2][C:3](=[O:24])[C:4]1[CH:9]=[CH:8][C:7]([C:10]([O:12][N:13]2C(=O)C3C(=CC=CC=3)C2)=O)=[CH:6][C:5]=1[Br:23].CNN. Product: [CH3:1][O:2][C:3](=[O:24])[C:4]1[CH:9]=[CH:8][C:7]([CH2:10][O:12][NH2:13])=[CH:6][C:5]=1[Br:23]. The catalyst class is: 2.